From a dataset of Peptide-MHC class I binding affinity with 185,985 pairs from IEDB/IMGT. Regression. Given a peptide amino acid sequence and an MHC pseudo amino acid sequence, predict their binding affinity value. This is MHC class I binding data. The peptide sequence is WCRVGRGTI. The MHC is HLA-A11:01 with pseudo-sequence HLA-A11:01. The binding affinity (normalized) is 0.0847.